Dataset: Reaction yield outcomes from USPTO patents with 853,638 reactions. Task: Predict the reaction yield, written as a fraction of the theoretical maximum amount of product (1.0 means a 100% yield; for example, 0.34 means a 34% yield). (1) The yield is 0.730. The reactants are C[O:2][C:3]([C:5]1[CH:9]=[C:8]([CH2:10][C:11]#[N:12])[S:7][CH:6]=1)=[O:4]. The catalyst is O.C(O)C. The product is [C:11]([CH2:10][C:8]1[S:7][CH:6]=[C:5]([C:3]([OH:4])=[O:2])[CH:9]=1)#[N:12]. (2) The reactants are [O-:1][CH2:2][CH3:3].[Na+].[C:5](CC(OCC)=O)#[N:6].[CH2:13]([NH:16][C:17]([NH2:19])=[O:18])[CH2:14][CH3:15]. The catalyst is C(O)C. The product is [NH2:6][C:5]1[N:16]([CH2:13][CH2:14][CH3:15])[C:17](=[O:18])[NH:19][C:2](=[O:1])[CH:3]=1. The yield is 0.960. (3) The reactants are [C:1]([N:8]1[CH2:15][CH2:14][CH2:13][C@@H:9]1[C:10]([OH:12])=O)([O:3][C:4]([CH3:7])([CH3:6])[CH3:5])=[O:2].CN1CCOCC1.ClC(OCC(C)C)=O.[Br:31][C:32]1[CH:38]=[CH:37][CH:36]=[CH:35][C:33]=1[NH2:34]. The catalyst is ClCCl. The product is [Br:31][C:32]1[CH:38]=[CH:37][CH:36]=[CH:35][C:33]=1[NH:34][C:10]([C@H:9]1[CH2:13][CH2:14][CH2:15][N:8]1[C:1]([O:3][C:4]([CH3:5])([CH3:6])[CH3:7])=[O:2])=[O:12]. The yield is 0.770. (4) The reactants are P(Cl)(Cl)(Cl)(Cl)Cl.[Cl:7][S:8]([OH:11])(=O)=[O:9].[Cl:12][C:13]1[O:14][CH:15]=[CH:16][CH:17]=1. No catalyst specified. The product is [Cl:12][C:13]1[O:14][C:15]([S:8]([Cl:7])(=[O:11])=[O:9])=[CH:16][CH:17]=1. The yield is 0.360. (5) The reactants are [O:1]1[C:5]2[CH:6]=[CH:7][CH:8]=[CH:9][C:4]=2[C:3]([NH2:10])=[N:2]1.C(N(CC)CC)C.Cl[C:19]([O:21][C:22]1[CH:27]=[CH:26][CH:25]=[CH:24][CH:23]=1)=[O:20]. The catalyst is C(#N)C.C1COCC1.C(OCC)(=O)C. The product is [O:1]1[C:5]2[CH:6]=[CH:7][CH:8]=[CH:9][C:4]=2[C:3]([NH:10][C:19](=[O:20])[O:21][C:22]2[CH:27]=[CH:26][CH:25]=[CH:24][CH:23]=2)=[N:2]1. The yield is 0.640.